From a dataset of Forward reaction prediction with 1.9M reactions from USPTO patents (1976-2016). Predict the product of the given reaction. (1) Given the reactants [Br:1][C:2]1[CH:3]=[C:4]2[N:10]=[C:9]([CH:11]3[CH2:15][C@H:14]([CH3:16])[CH2:13][N:12]3C(=O)C)[NH:8][C:5]2=[N:6][CH:7]=1.Cl, predict the reaction product. The product is: [Br:1][C:2]1[CH:3]=[C:4]2[N:10]=[C:9]([CH:11]3[CH2:15][C@H:14]([CH3:16])[CH2:13][NH:12]3)[NH:8][C:5]2=[N:6][CH:7]=1. (2) Given the reactants C([C:3](C)=[O:4])C.[C:6]([O:11][C:12]1([CH2:22]C)C2CC3CC(C[CH:13]1C3)C2)(=[O:10])[C:7](C)=C.N(C(C)(C)C#N)=NC(C)(C)C#N, predict the reaction product. The product is: [CH3:13][CH:12]([O:11][C:6]([CH3:7])=[O:10])[CH2:22][O:4][CH3:3]. (3) Given the reactants [F:1][C:2]1[CH:7]=[CH:6][CH:5]=[CH:4][C:3]=1[C:8](=[O:11])[CH2:9][CH3:10].[N+:12]([O-])([OH:14])=[O:13].O, predict the reaction product. The product is: [F:1][C:2]1[CH:7]=[CH:6][C:5]([N+:12]([O-:14])=[O:13])=[CH:4][C:3]=1[C:8](=[O:11])[CH2:9][CH3:10].